Dataset: Full USPTO retrosynthesis dataset with 1.9M reactions from patents (1976-2016). Task: Predict the reactants needed to synthesize the given product. (1) Given the product [CH2:31]([O:38][C@@H:39]1[C@@H:44]([O:45][CH2:46][C:47]2[CH:52]=[CH:51][CH:50]=[CH:49][CH:48]=2)[C@H:43]([O:53][CH2:54][C:55]2[CH:56]=[CH:57][CH:58]=[CH:59][CH:60]=2)[C@@H:42]([CH2:61][O:62][CH2:63][C:64]2[CH:65]=[CH:66][CH:67]=[CH:68][CH:69]=2)[O:41][C@H:40]1[N:6]1[C:7]2[C:3](=[C:2]([Cl:1])[CH:10]=[CH:9][CH:8]=2)[C:4]([C:11]([C:14]2[CH:15]=[CH:16][C:17]([O:20][CH3:21])=[CH:18][CH:19]=2)([CH3:13])[CH3:12])=[CH:5]1)[C:32]1[CH:33]=[CH:34][CH:35]=[CH:36][CH:37]=1, predict the reactants needed to synthesize it. The reactants are: [Cl:1][C:2]1[CH:10]=[CH:9][CH:8]=[C:7]2[C:3]=1[C:4]([C:11]([C:14]1[CH:19]=[CH:18][C:17]([O:20][CH3:21])=[CH:16][CH:15]=1)([CH3:13])[CH3:12])=[CH:5][NH:6]2.[OH-].[K+].S([O-])([O-])(=O)=O.[Na+].[Na+].[CH2:31]([O:38][C@@H:39]1[C@@H:44]([O:45][CH2:46][C:47]2[CH:52]=[CH:51][CH:50]=[CH:49][CH:48]=2)[C@H:43]([O:53][CH2:54][C:55]2[CH:60]=[CH:59][CH:58]=[CH:57][CH:56]=2)[C@@H:42]([CH2:61][O:62][CH2:63][C:64]2[CH:69]=[CH:68][CH:67]=[CH:66][CH:65]=2)[O:41][C@@H:40]1Cl)[C:32]1[CH:37]=[CH:36][CH:35]=[CH:34][CH:33]=1. (2) Given the product [CH:8]1([N:7]([CH:1]2[CH2:2][CH2:3][CH2:4][CH2:5][CH2:6]2)[C:25]([NH:16][N:33]2[CH2:38][CH2:37][CH2:36][CH2:35][CH2:34]2)=[O:31])[CH2:9][CH2:10][CH2:11][CH2:12][CH2:13]1, predict the reactants needed to synthesize it. The reactants are: [CH:1]1([NH:7][CH:8]2[CH2:13][CH2:12][CH2:11][CH2:10][CH2:9]2)[CH2:6][CH2:5][CH2:4][CH2:3][CH2:2]1.C([N:16](CC)CC)C.ClC(Cl)(O[C:25](=[O:31])OC(Cl)(Cl)Cl)Cl.[NH:33]1[CH2:38][CH2:37][CH2:36][CH2:35][CH2:34]1.